From a dataset of Reaction yield outcomes from USPTO patents with 853,638 reactions. Predict the reaction yield, written as a fraction of the theoretical maximum amount of product (1.0 means a 100% yield; for example, 0.34 means a 34% yield). The reactants are [NH2:1][CH2:2][C:3]([F:10])([F:9])[C:4]([O:6][CH2:7][CH3:8])=[O:5].[C:11]1(=O)[CH2:15][CH2:14][CH2:13][CH2:12]1.CC([O-])=O.[Na+].C(O[BH-](OC(=O)C)OC(=O)C)(=O)C.[Na+].C([O-])(O)=O.[Na+]. The catalyst is CCOC(C)=O.C1COCC1. The product is [CH:11]1([NH:1][CH2:2][C:3]([F:10])([F:9])[C:4]([O:6][CH2:7][CH3:8])=[O:5])[CH2:15][CH2:14][CH2:13][CH2:12]1. The yield is 0.890.